Dataset: Forward reaction prediction with 1.9M reactions from USPTO patents (1976-2016). Task: Predict the product of the given reaction. (1) Given the reactants [C:1]([C:5]1[CH:28]=[CH:27][C:8]([CH2:9][N:10]2[CH2:14][CH:13]([CH2:15][CH2:16][CH2:17][C:18]3[CH:23]=[CH:22][C:21]([OH:24])=[CH:20][CH:19]=3)[N:12]([CH3:25])[C:11]2=[O:26])=[CH:7][CH:6]=1)([CH3:4])([CH3:3])[CH3:2].CC(C)([O-])C.[K+].Br[C:36]1([C:42]([O:44]C)=[O:43])[CH2:41][CH2:40][CH2:39][CH2:38][CH2:37]1, predict the reaction product. The product is: [C:1]([C:5]1[CH:28]=[CH:27][C:8]([CH2:9][N:10]2[CH2:14][CH:13]([CH2:15][CH2:16][CH2:17][C:18]3[CH:19]=[CH:20][C:21]([O:24][C:36]4([C:42]([OH:44])=[O:43])[CH2:41][CH2:40][CH2:39][CH2:38][CH2:37]4)=[CH:22][CH:23]=3)[N:12]([CH3:25])[C:11]2=[O:26])=[CH:7][CH:6]=1)([CH3:4])([CH3:2])[CH3:3]. (2) The product is: [CH3:24][C:4]1[CH:3]=[C:2]([C:31]2[CH:30]=[CH:29][CH:28]=[C:27]([C:26]([F:37])([F:36])[F:25])[CH:32]=2)[CH:7]=[C:6]([CH3:8])[C:5]=1[C:9]([N:11]1[CH2:16][CH2:15][CH:14]([N:17]2[CH2:21][CH2:20][CH2:19][C@H:18]2[CH2:22][OH:23])[CH2:13][CH2:12]1)=[O:10]. Given the reactants Br[C:2]1[CH:7]=[C:6]([CH3:8])[C:5]([C:9]([N:11]2[CH2:16][CH2:15][CH:14]([N:17]3[CH2:21][CH2:20][CH2:19][C@H:18]3[CH2:22][OH:23])[CH2:13][CH2:12]2)=[O:10])=[C:4]([CH3:24])[CH:3]=1.[F:25][C:26]([F:37])([F:36])[C:27]1[CH:28]=[C:29](B(O)O)[CH:30]=[CH:31][CH:32]=1, predict the reaction product. (3) The product is: [C:18]([O:17][C:15]([NH:14][C:5]([CH3:13])([CH2:4][CH2:3][NH:2][C:23]#[N:22])[C:6]([O:8][C:9]([CH3:11])([CH3:12])[CH3:10])=[O:7])=[O:16])([CH3:21])([CH3:20])[CH3:19]. Given the reactants Cl.[NH2:2][CH2:3][CH2:4][C:5]([NH:14][C:15]([O:17][C:18]([CH3:21])([CH3:20])[CH3:19])=[O:16])([CH3:13])[C:6]([O:8][C:9]([CH3:12])([CH3:11])[CH3:10])=[O:7].[N:22]#[C:23]Br.CC([O-])=O.[Na+], predict the reaction product.